Task: Predict which catalyst facilitates the given reaction.. Dataset: Catalyst prediction with 721,799 reactions and 888 catalyst types from USPTO (1) Reactant: [Br:1][C:2]1[CH:7]=[C:6]([N+:8]([O-])=O)[CH:5]=[C:4]([S:11]([CH3:14])(=[O:13])=[O:12])[CH:3]=1. Product: [Br:1][C:2]1[CH:7]=[C:6]([CH:5]=[C:4]([S:11]([CH3:14])(=[O:13])=[O:12])[CH:3]=1)[NH2:8]. The catalyst class is: 446. (2) Reactant: [CH3:1][C:2]1[C:6]([B:7]2[O:11][C:10]([CH3:13])([CH3:12])[C:9]([CH3:15])([CH3:14])[O:8]2)=[C:5]([CH3:16])[NH:4][N:3]=1.[H-].[Na+].Cl[CH2:20][O:21][CH2:22][CH2:23][Si:24]([CH3:27])([CH3:26])[CH3:25]. Product: [CH3:1][C:2]1[C:6]([B:7]2[O:11][C:10]([CH3:12])([CH3:13])[C:9]([CH3:15])([CH3:14])[O:8]2)=[C:5]([CH3:16])[N:4]([CH2:20][O:21][CH2:22][CH2:23][Si:24]([CH3:27])([CH3:26])[CH3:25])[N:3]=1. The catalyst class is: 1. (3) Reactant: [OH:1][CH2:2][C:3]1[C:4]([CH3:14])=[CH:5][C:6]2[S:7][CH2:8][C:9](=[O:13])[NH:10][C:11]=2[N:12]=1. Product: [CH3:14][C:4]1[C:3]([CH:2]=[O:1])=[N:12][C:11]2[NH:10][C:9](=[O:13])[CH2:8][S:7][C:6]=2[CH:5]=1. The catalyst class is: 177. (4) Reactant: [Br:1][C:2]1[N:3]=[C:4](Br)[C:5]2[N:6]([CH:8]=[CH:9][N:10]=2)[CH:7]=1.[CH2:12]([O:14][C:15](=[O:23])[C:16]1[CH:21]=[CH:20][C:19]([NH2:22])=[CH:18][CH:17]=1)[CH3:13].CN(C)C(=O)C.C(=O)(O)[O-].[Na+]. Product: [CH2:12]([O:14][C:15](=[O:23])[C:16]1[CH:21]=[CH:20][C:19]([NH:22][C:4]2[C:5]3[N:6]([CH:8]=[CH:9][N:10]=3)[CH:7]=[C:2]([Br:1])[N:3]=2)=[CH:18][CH:17]=1)[CH3:13]. The catalyst class is: 13. (5) Reactant: [OH:1][C:2]1[CH:3]=[C:4]([CH:9]=[CH:10][C:11]=1[O:12][CH3:13])[C:5]([O:7][CH3:8])=[O:6].[O:14]1[CH2:19][CH2:18][N:17]([CH2:20][CH2:21][CH2:22]OCl)[CH2:16][CH2:15]1.C([O-])([O-])=O.[K+].[K+]. Product: [CH3:13][O:12][C:11]1[CH:10]=[CH:9][C:4]([C:5]([O:7][CH3:8])=[O:6])=[CH:3][C:2]=1[O:1][CH2:22][CH2:21][CH2:20][N:17]1[CH2:18][CH2:19][O:14][CH2:15][CH2:16]1. The catalyst class is: 144.